Dataset: Forward reaction prediction with 1.9M reactions from USPTO patents (1976-2016). Task: Predict the product of the given reaction. (1) Given the reactants [H-].[Na+].CC1C=CC(S([CH2:13][N+:14]#[C-:15])(=O)=O)=CC=1.[Cl:16][C:17]1[CH:22]=[C:21]([Cl:23])[CH:20]=[CH:19][C:18]=1/[CH:24]=[CH:25]/[C:26]([O:28][C:29]([CH3:32])([CH3:31])[CH3:30])=[O:27].CCOC(C)=O.CCCCCC, predict the reaction product. The product is: [Cl:16][C:17]1[CH:22]=[C:21]([Cl:23])[CH:20]=[CH:19][C:18]=1[C:24]1[C:25]([C:26]([O:28][C:29]([CH3:32])([CH3:31])[CH3:30])=[O:27])=[CH:13][NH:14][CH:15]=1. (2) Given the reactants C[O:2][C:3](=[O:27])[CH2:4][C:5]1[CH:6]=[C:7]([C:13]2[CH:18]=[CH:17][C:16]([C:19]([F:22])([F:21])[F:20])=[CH:15][C:14]=2[CH2:23][NH:24][CH2:25][CH3:26])[C:8]([O:11][CH3:12])=[CH:9][CH:10]=1.Cl[C:29]([O:31][CH2:32][C:33]1[CH:38]=[CH:37][CH:36]=[CH:35][CH:34]=1)=[O:30], predict the reaction product. The product is: [CH2:32]([O:31][C:29]([N:24]([CH2:23][C:14]1[CH:15]=[C:16]([C:19]([F:21])([F:22])[F:20])[CH:17]=[CH:18][C:13]=1[C:7]1[C:8]([O:11][CH3:12])=[CH:9][CH:10]=[C:5]([CH2:4][C:3]([OH:27])=[O:2])[CH:6]=1)[CH2:25][CH3:26])=[O:30])[C:33]1[CH:38]=[CH:37][CH:36]=[CH:35][CH:34]=1. (3) Given the reactants [Cl:1][C:2]1[CH:3]=[C:4]([S:9]([NH:12][C:13]2[CH:14]=[C:15]([CH:28]=[C:29]([O:33][CH3:34])[C:30]=2[O:31][CH3:32])[C:16]([NH:18][C:19]2[CH:27]=[CH:26][C:22]([C:23]([OH:25])=[O:24])=[CH:21][CH:20]=2)=[O:17])(=[O:11])=[O:10])[CH:5]=[C:6]([Cl:8])[CH:7]=1.Cl[C:36]1C=C(S(Cl)(=O)=O)C=C(Cl)[CH:41]=1, predict the reaction product. The product is: [CH2:36]([O:24][C:23](=[O:25])[C:22]1[CH:21]=[CH:20][C:19]([NH:18][C:16](=[O:17])[C:15]2[CH:28]=[C:29]([O:33][CH3:34])[C:30]([O:31][CH3:32])=[C:13]([NH:12][S:9]([C:4]3[CH:3]=[C:2]([Cl:1])[CH:7]=[C:6]([Cl:8])[CH:5]=3)(=[O:11])=[O:10])[CH:14]=2)=[CH:27][CH:26]=1)[CH3:41]. (4) The product is: [Cl:24][C:21]1[CH:22]=[CH:23][C:18]([C:15]2[N:16]=[CH:17][C:10]3[N:9]([CH3:30])[C:8](=[O:31])[N:7]([CH2:6][CH2:5][CH2:4][OH:3])[C:12](=[O:13])[C:11]=3[C:14]=2[CH2:25][CH2:26][CH:27]([CH3:29])[CH3:28])=[CH:19][CH:20]=1. Given the reactants C([O:3][CH2:4][CH2:5][CH2:6][N:7]1[C:12](=[O:13])[C:11]2[C:14]([CH2:25][CH2:26][CH:27]([CH3:29])[CH3:28])=[C:15]([C:18]3[CH:23]=[CH:22][C:21]([Cl:24])=[CH:20][CH:19]=3)[N:16]=[CH:17][C:10]=2[N:9]([CH3:30])[C:8]1=[O:31])=O.O[Li].O, predict the reaction product. (5) Given the reactants [Br:1][C:2]1[CH:3]=[C:4]2[C:9](=[CH:10][CH:11]=1)[N:8]=[C:7](Cl)[CH:6]=[N:5]2.C([Sn](CCCC)(CCCC)[C:18]([O:20][CH2:21][CH3:22])=[CH2:19])CCC, predict the reaction product. The product is: [Br:1][C:2]1[CH:3]=[C:4]2[C:9](=[CH:10][CH:11]=1)[N:8]=[C:7]([C:18]([O:20][CH2:21][CH3:22])=[CH2:19])[CH:6]=[N:5]2. (6) The product is: [F:26][C:23]1[CH:22]=[CH:21][C:20]([C:8]2([C:5]3[CH:4]=[CH:3][C:2]([F:1])=[CH:7][CH:6]=3)[CH2:12][CH2:11][N:10]([CH2:13][C:14]([OH:16])=[O:15])[C:9]2=[O:19])=[CH:25][CH:24]=1. Given the reactants [F:1][C:2]1[CH:7]=[CH:6][C:5]([C:8]2([C:20]3[CH:25]=[CH:24][C:23]([F:26])=[CH:22][CH:21]=3)[CH2:12][CH2:11][N:10]([CH2:13][C:14]([O:16]CC)=[O:15])[C:9]2=[O:19])=[CH:4][CH:3]=1.[OH-].[Li+], predict the reaction product. (7) Given the reactants [Cl:1][C:2]1[CH:7]=[CH:6][C:5]([CH:8]([C:15]2[CH:20]=[CH:19][CH:18]=[CH:17][CH:16]=2)[N:9]2[CH2:14][CH2:13][NH:12][CH2:11][CH2:10]2)=[CH:4][CH:3]=1.Cl[CH2:22][CH2:23][OH:24].[I-].[K+].C(=O)([O-])[O-].[Na+].[Na+], predict the reaction product. The product is: [Cl:1][C:2]1[CH:3]=[CH:4][C:5]([CH:8]([C:15]2[CH:16]=[CH:17][CH:18]=[CH:19][CH:20]=2)[N:9]2[CH2:10][CH2:11][N:12]([CH2:22][CH2:23][OH:24])[CH2:13][CH2:14]2)=[CH:6][CH:7]=1.